This data is from TCR-epitope binding with 47,182 pairs between 192 epitopes and 23,139 TCRs. The task is: Binary Classification. Given a T-cell receptor sequence (or CDR3 region) and an epitope sequence, predict whether binding occurs between them. (1) The epitope is NEGVKAAW. The TCR CDR3 sequence is CASSKVAGALNEQFF. Result: 1 (the TCR binds to the epitope). (2) The epitope is LQPFPQPELPYPQPQ. The TCR CDR3 sequence is CASSLDAGLIFNEQFF. Result: 0 (the TCR does not bind to the epitope). (3) The epitope is DPFRLLQNSQVFS. The TCR CDR3 sequence is CASSPRTTSEAFF. Result: 1 (the TCR binds to the epitope).